From a dataset of Catalyst prediction with 721,799 reactions and 888 catalyst types from USPTO. Predict which catalyst facilitates the given reaction. (1) Reactant: [NH2:1][C:2]1[CH:3]=[CH:4][C:5]([N:12]2[CH2:17][CH2:16][O:15][CH2:14][CH2:13]2)=[C:6]([C:8]([F:11])([F:10])[F:9])[CH:7]=1.C(N(CC)CC)C.Cl[C:26]([O:29]C(=O)OC(Cl)(Cl)Cl)(Cl)Cl.[Cl:37][C:38]1[N:43]=[CH:42][N:41]=[C:40]([O:44][C:45]2[CH:46]=[C:47]3[C:51](=[CH:52][CH:53]=2)[NH:50][CH:49]=[CH:48]3)[CH:39]=1.N. Product: [Cl:37][C:38]1[N:43]=[CH:42][N:41]=[C:40]([O:44][C:45]2[CH:46]=[C:47]3[C:51](=[CH:52][CH:53]=2)[N:50]([C:26]([NH:1][C:2]2[CH:3]=[CH:4][C:5]([N:12]4[CH2:13][CH2:14][O:15][CH2:16][CH2:17]4)=[C:6]([C:8]([F:9])([F:10])[F:11])[CH:7]=2)=[O:29])[CH2:49][CH2:48]3)[CH:39]=1. The catalyst class is: 2. (2) Reactant: CC1(C)[O:6][CH:5]([C:7]([O:9][C@@H:10]2[CH2:15][C@H:14]([CH3:16])[CH2:13][CH2:12][C@H:11]2[CH:17]([CH3:19])[CH3:18])=[O:8])[CH2:4][O:3]1. Product: [OH:6][CH:5]([CH2:4][OH:3])[C:7]([O:9][C@@H:10]1[CH2:15][C@H:14]([CH3:16])[CH2:13][CH2:12][C@H:11]1[CH:17]([CH3:18])[CH3:19])=[O:8]. The catalyst class is: 8. (3) Reactant: COC([C:5]1[S:6](=[O:21])(=[O:20])[N:7]([CH2:16][CH:17]([F:19])[F:18])[C:8]2[C:13]([C:14]=1[OH:15])=[N:12][CH:11]=[CH:10][N:9]=2)=O.Cl. Product: [F:19][CH:17]([F:18])[CH2:16][N:7]1[C:8]2[C:13](=[N:12][CH:11]=[CH:10][N:9]=2)[C:14](=[O:15])[CH2:5][S:6]1(=[O:20])=[O:21]. The catalyst class is: 8. (4) Reactant: CS(C)=O.C(Cl)(=O)C(Cl)=O.[C:11]([O:15][C:16](=[O:27])[NH:17][C@H:18]([C:20](=[O:26])[NH:21][CH2:22][CH:23]([OH:25])[CH3:24])[CH3:19])([CH3:14])([CH3:13])[CH3:12].C(N(CC)CC)C. Product: [C:11]([O:15][C:16](=[O:27])[NH:17][C@H:18]([C:20](=[O:26])[NH:21][CH2:22][C:23](=[O:25])[CH3:24])[CH3:19])([CH3:12])([CH3:13])[CH3:14]. The catalyst class is: 2. (5) Reactant: [C:1]1(P([C:1]2[CH:6]=CC=[CH:3][CH:2]=2)[C:1]2[CH:6]=CC=[CH:3][CH:2]=2)[CH:6]=CC=[CH:3][CH:2]=1.C(N(CC)CC)C.[CH2:27]([NH:34][CH2:35][C:36]1([OH:49])[CH2:41][CH2:40][N:39]([C:42]([O:44][C:45]([CH3:48])([CH3:47])[CH3:46])=[O:43])[CH2:38][CH2:37]1)[C:28]1[CH:33]=[CH:32][CH:31]=[CH:30][CH:29]=1.C(OC/C=C\CCC([O-])=O)(=O)C. Product: [CH2:27]([N:34]1[CH2:35][C:36]2([CH2:41][CH2:40][N:39]([C:42]([O:44][C:45]([CH3:46])([CH3:48])[CH3:47])=[O:43])[CH2:38][CH2:37]2)[O:49][CH:2]([CH:1]=[CH2:6])[CH2:3]1)[C:28]1[CH:33]=[CH:32][CH:31]=[CH:30][CH:29]=1. The catalyst class is: 176. (6) Reactant: [OH:1][CH2:2][CH:3]([CH2:5][OH:6])[OH:4].[C:7]([OH:12])(=O)[CH2:8][CH2:9][CH3:10]. Product: [CH2:7]([O:1][CH2:2][CH:3]([CH2:5][OH:6])[OH:4])[CH2:8][CH2:9][CH3:10].[CH3:2][CH2:3][O:12][CH2:7][CH3:8]. The catalyst class is: 45. (7) Reactant: [N+:1]([C:4]1[CH:25]=[CH:24][C:7]([C:8]([NH:10][C:11]2[CH:23]=[CH:22][C:14]3[O:15][C:16]4[CH2:21][CH2:20][CH2:19][CH2:18][C:17]=4[C:13]=3[CH:12]=2)=[O:9])=[CH:6][CH:5]=1)([O-])=O. Product: [NH2:1][C:4]1[CH:25]=[CH:24][C:7]([C:8]([NH:10][C:11]2[CH:23]=[CH:22][C:14]3[O:15][C:16]4[CH2:21][CH2:20][CH2:19][CH2:18][C:17]=4[C:13]=3[CH:12]=2)=[O:9])=[CH:6][CH:5]=1. The catalyst class is: 470. (8) Reactant: Br[C:2]1[N:6]([S:7]([C:10]2[CH:11]=[N:12][CH:13]=[CH:14][CH:15]=2)(=[O:9])=[O:8])[CH:5]=[C:4]([CH2:16][N:17]([CH3:25])[C:18](=[O:24])[O:19][C:20]([CH3:23])([CH3:22])[CH3:21])[CH:3]=1.[F:26][C:27]1[C:32](B(O)O)=[CH:31][CH:30]=[C:29]([CH3:36])[N:28]=1.C(=O)([O-])O.[Na+].COCCOC. Product: [F:26][C:27]1[C:32]([C:2]2[N:6]([S:7]([C:10]3[CH:11]=[N:12][CH:13]=[CH:14][CH:15]=3)(=[O:9])=[O:8])[CH:5]=[C:4]([CH2:16][N:17]([CH3:25])[C:18](=[O:24])[O:19][C:20]([CH3:23])([CH3:22])[CH3:21])[CH:3]=2)=[CH:31][CH:30]=[C:29]([CH3:36])[N:28]=1. The catalyst class is: 103.